Task: Binary Classification. Given two protein amino acid sequences, predict whether they physically interact or not.. Dataset: Human Reference Interactome with 51,813 positive PPI pairs across 8,248 proteins, plus equal number of experimentally-validated negative pairs (1) Protein 1 (ENSG00000065618) has sequence MDVTKKNKRDGTEVTERIVTETVTTRLTSLPPKGGTSNGYAKTASLGGGSRLEKQSLTHGSSGYINSTGSTRGHASTSSYRRAHSPASTLPNSPGSTFERKTHVTRHAYEGSSSGNSSPEYPRKEFASSSTRGRSQTRESEIRVRLQSASPSTRWTELDDVKRLLKGSRSASVSPTRNSSNTLPIPKKGTVETKIVTASSQSVSGTYDATILDANLPSHVWSSTLPAGSSMGTYHNNMTTQSSSLLNTNAYSAGSVFGVPNNMASCSPTLHPGLSTSSSVFGMQNNLAPSLTTLSHGTTT.... Protein 2 (ENSG00000137168) has sequence MAAIPPDSWQPPNVYLETSMGIIVLELYWKHAPKTCKNFAELARRGYYNGTKFHRIIKDFMIQGGDPTGTGRGGASIYGKQFEDELHPDLKFTGAGILAMANAGPDTNGSQFFVTLAPTQWLDGKHTIFGRVCQGIGMVNRVGMVETNSQDRPVDDVKIIKAYPSG*. Result: 1 (the proteins interact). (2) Protein 1 (ENSG00000104980) has sequence MAAAALRSGWCRCPRRCLGSGIQFLSSHNLPHGSTYQMRRPGGELPLSKSYSSGNRKGFLSGLLDNVKQELAKNKEMKESIKKFRDEARRLEESDVLQEARRKYKTIESETVRTSEVLRKKLGELTGTVKESLHEVSKSDLGRKIKEGVEEAAKTAKQSAESVSKGGEKLGRTAAFRALSQGVESVKKEIDDSVLGQTGPYRRPQRLRKRTEFAGDKFKEEKVFEPNEEALGVVLHKDSKWYQQWKDFKENNVVFNRFFEMKMKYDESDNAFIRASRALTDKVTDLLGGLFSKTEMSEVL.... Protein 2 (ENSG00000196782) has sequence MSPAEQLKQMAAQQQQRAKLMQQKQQQQQQQQQQQQQQHSNQTSNWSPLGPPSSPYGAAFTAEKPNSPMMYPQAFNNQNPIVPPMANNLQKTTMNNYLPQNHMNMINQQPNNLGTNSLNKQHNILTYGNTKPLTHFNADLSQRMTPPVANPNKNPLMPYIQQQQQQQQQQQQQQQQQQPPPPQLQAPRAHLSEDQKRLLLMKQKGVMNQPMAYAALPSHGQVSVKVTHSSSSSCGAFDCRCVMFYKSTVVGSNCLQKTSLHPQVVARFGVFFFHFS*XRAKKSGAGTGKQQHPSKPQQDA.... Result: 0 (the proteins do not interact). (3) Protein 1 (ENSG00000173039) has sequence MDELFPLIFPAEPAQASGPYVEIIEQPKQRGMRFRYKCEGRSAGSIPGERSTDTTKTHPTIKINGYTGPGTVRISLVTKDPPHRPHPHELVGKDCRDGFYEAELCPDRCIHSFQNLGIQCVKKRDLEQAISQRIQTNNNPFQEEQRGDYDLNAVRLCFQVTVRDPSGRPLRLPPVLSHPIFDNRAPNTAELKICRVNRNSGSCLGGDEIFLLCDKVQKEDIEVYFTGPGWEARGSFSQADVHRQVAIVFRTPPYADPSLQAPVRVSMQLRRPSDRELSEPMEFQYLPDTDDRHRIEEKRK.... Protein 2 (ENSG00000128805) has sequence MLSPKIRQARRARSKSLVMGEQSRSPGRMPCPHRLGPVLKAGWLKKQRSIMKNWQQRWFVLRGDQLFYYKDKDEIKPQGFISLQGTQVTELPPGPEDPGKHLFEISPGGAGEREKVPANPEALLLMASSQRDMEDWVQAIRRVIWAPLGGGIFGQRLEETVHHERKYGPRLAPLLVEQCVDFIRERGLTEEGLFRMPGQANLVRDLQDSFDCGEKPLFDSTTDVHTVASLLKLYLRELPEPVVPFARYEDFLSCAQLLTKDEGEGTLELAKQVSNLPQANYNLLRYICKFLDEVQAYSNV.... Result: 0 (the proteins do not interact). (4) Protein 1 (ENSG00000103121) has sequence MHPDLSPHLHTEECNVLINLLKECHKNHNILKFFGYCNDVDRELRKCLKNEYVENRTKSREHGIAMRKKLFNPPEESEK*MHPDLSPHLHTEECNVLINLLKECHKNVLALSPKLECSRVIVTHGSLKLK*XLHTEECNVLINLLKECHKNHNILKFFGYCNDVDRELRKCLKNEGPSGLPLEMS*MHPDLSPHLHTEECNVLINLLKECHKNHNILKFFGYCNDVDRELRKCLKNEVLALSPKLECSRVIVTHGSLKLK*MHPDLSPHLHTEECNVLINLLKECHKNGTRTVIFSADTS.... Result: 0 (the proteins do not interact). Protein 2 (ENSG00000028203) has sequence SLLVSHLVDCSWLVWGVILFVYLVIRALRLWRTAKLQVTLKKYSVHLEDMATNSRAFTNLVRKALRLIQETEVISRGFTLVSAACPFNKAGQHPSQHLIGLRKAVYRTLRANFQAARLATLYMLKNYPLNSESDNVTNYICVVPFKELGLGLSEEQISEEEAHNFTDGFSLPALKVLFQLWVAQSSEFFRRLALLLSTANSPPGPLLTPALLPHRILSDVTQGLPHAHSACLEELKRSYEFYRYFETQHQSVPQCLSKTQQKSRELNNVHTAVRSLQLHLKALLNEVIILEDELEKLVCT....